Dataset: Peptide-MHC class I binding affinity with 185,985 pairs from IEDB/IMGT. Task: Regression. Given a peptide amino acid sequence and an MHC pseudo amino acid sequence, predict their binding affinity value. This is MHC class I binding data. (1) The peptide sequence is ASPKGPVIQMY. The MHC is Mamu-A01 with pseudo-sequence Mamu-A01. The binding affinity (normalized) is 0.405. (2) The peptide sequence is KSLGIDQIW. The MHC is HLA-B15:01 with pseudo-sequence HLA-B15:01. The binding affinity (normalized) is 0.309. (3) The peptide sequence is NMDKVSAQNI. The MHC is HLA-A68:02 with pseudo-sequence HLA-A68:02. The binding affinity (normalized) is 0.0272.